Dataset: TCR-epitope binding with 47,182 pairs between 192 epitopes and 23,139 TCRs. Task: Binary Classification. Given a T-cell receptor sequence (or CDR3 region) and an epitope sequence, predict whether binding occurs between them. The epitope is FLRGRAYGL. The TCR CDR3 sequence is CASSTRAGTPTDTQYF. Result: 0 (the TCR does not bind to the epitope).